Dataset: Forward reaction prediction with 1.9M reactions from USPTO patents (1976-2016). Task: Predict the product of the given reaction. Given the reactants [OH:1][CH:2]([CH2:6][O:7][C:8]1[CH:13]=[CH:12][C:11]([C:14](=[N:16][O:17][CH2:18][C:19]2[CH:24]=[CH:23][C:22]([C:25]([F:28])([F:27])[F:26])=[CH:21][CH:20]=2)[CH3:15])=[CH:10][CH:9]=1)[C:3]([NH2:5])=[O:4].[C:29](N1C=CN=C1)(N1C=CN=C1)=[O:30].O, predict the reaction product. The product is: [F:28][C:25]([F:26])([F:27])[C:22]1[CH:21]=[CH:20][C:19]([CH2:18][O:17][N:16]=[C:14]([C:11]2[CH:12]=[CH:13][C:8]([O:7][CH2:6][CH:2]3[O:1][C:29](=[O:30])[NH:5][C:3]3=[O:4])=[CH:9][CH:10]=2)[CH3:15])=[CH:24][CH:23]=1.